This data is from Reaction yield outcomes from USPTO patents with 853,638 reactions. The task is: Predict the reaction yield, written as a fraction of the theoretical maximum amount of product (1.0 means a 100% yield; for example, 0.34 means a 34% yield). The reactants are [Cl:1][C:2]1[CH:7]=[CH:6][C:5]([C:8]([F:11])([F:10])[F:9])=[CH:4][C:3]=1[NH:12][S:13]([C:16]1[CH:21]=[CH:20][CH:19]=[CH:18][CH:17]=1)(=[O:15])=[O:14].[H-].[Na+].[CH2:24]([O:26][C:27](=[O:30])[CH2:28]Br)[CH3:25]. The catalyst is O1CCCC1. The product is [CH2:24]([O:26][C:27](=[O:30])[CH2:28][N:12]([S:13]([C:16]1[CH:17]=[CH:18][CH:19]=[CH:20][CH:21]=1)(=[O:15])=[O:14])[C:3]1[CH:4]=[C:5]([C:8]([F:10])([F:11])[F:9])[CH:6]=[CH:7][C:2]=1[Cl:1])[CH3:25]. The yield is 0.920.